This data is from Reaction yield outcomes from USPTO patents with 853,638 reactions. The task is: Predict the reaction yield, written as a fraction of the theoretical maximum amount of product (1.0 means a 100% yield; for example, 0.34 means a 34% yield). (1) The reactants are [Br:1][C:2]1[CH:3]=[C:4]([CH2:8][CH2:9][CH2:10][C:11](O)=[O:12])[CH:5]=[CH:6][CH:7]=1.[H]1[BH2][H][BH2]1.C1COCC1.[OH-].[Na+]. The catalyst is C1COCC1. The product is [Br:1][C:2]1[CH:3]=[C:4]([CH2:8][CH2:9][CH2:10][CH2:11][OH:12])[CH:5]=[CH:6][CH:7]=1. The yield is 0.700. (2) The reactants are [CH3:1][C:2]1([CH3:23])[C:11]2[C:6](=[CH:7][CH:8]=[C:9]([C:12]#[N:13])[CH:10]=2)[NH:5][CH:4]([C:14]2[CH:19]=[CH:18][CH:17]=[CH:16][C:15]=2[N+:20]([O-])=O)[CH2:3]1. The catalyst is [Cl-].[NH4+].C(O)C.[Fe]. The product is [NH2:20][C:15]1[CH:16]=[CH:17][CH:18]=[CH:19][C:14]=1[CH:4]1[CH2:3][C:2]([CH3:1])([CH3:23])[C:11]2[C:6](=[CH:7][CH:8]=[C:9]([C:12]#[N:13])[CH:10]=2)[NH:5]1. The yield is 0.560.